This data is from Reaction yield outcomes from USPTO patents with 853,638 reactions. The task is: Predict the reaction yield, written as a fraction of the theoretical maximum amount of product (1.0 means a 100% yield; for example, 0.34 means a 34% yield). (1) No catalyst specified. The yield is 0.490. The product is [Br:1][C:2]1[CH:7]=[C:6]([F:8])[CH:5]=[CH:4][C:3]=1[CH:9]1[C:14]([C:15]([O:17][CH2:18][CH3:19])=[O:16])=[C:13]([CH2:20][Br:35])[NH:12][C:11]([C:21]2[C:26]([Cl:27])=[CH:25][CH:24]=[CH:23][N:22]=2)=[N:10]1. The reactants are [Br:1][C:2]1[CH:7]=[C:6]([F:8])[CH:5]=[CH:4][C:3]=1[CH:9]1[C:14]([C:15]([O:17][CH2:18][CH3:19])=[O:16])=[C:13]([CH3:20])[NH:12][C:11]([C:21]2[C:26]([Cl:27])=[CH:25][CH:24]=[CH:23][N:22]=2)=[N:10]1.C1C(=O)N([Br:35])C(=O)C1. (2) The reactants are [C:1]([C:5]1[NH:6][C:7]([C:16]2[CH:21]=[CH:20][N:19]=[C:18](F)[CH:17]=2)=[C:8]([C:10]2[CH:15]=[CH:14][CH:13]=[CH:12][N:11]=2)[N:9]=1)([CH3:4])([CH3:3])[CH3:2].Cl.[O:24]1CCCC1.[OH-].[Na+]. No catalyst specified. The product is [C:1]([C:5]1[NH:6][C:7]([C:16]2[CH:21]=[CH:20][NH:19][C:18](=[O:24])[CH:17]=2)=[C:8]([C:10]2[CH:15]=[CH:14][CH:13]=[CH:12][N:11]=2)[N:9]=1)([CH3:4])([CH3:3])[CH3:2]. The yield is 0.780. (3) The reactants are [Si]([O:8][C@@H:9]1[CH2:13][C:12](=[O:14])[N:11]([C:15]2[CH:22]=[CH:21][C:18]([C:19]#[N:20])=[C:17]([Cl:23])[C:16]=2[CH3:24])[C@H:10]1[CH2:25][CH3:26])(C(C)(C)C)(C)C.CO.Cl.C(=O)([O-])O.[Na+]. The catalyst is O1CCCC1. The product is [Cl:23][C:17]1[C:16]([CH3:24])=[C:15]([N:11]2[C:12](=[O:14])[CH2:13][C@@H:9]([OH:8])[C@@H:10]2[CH2:25][CH3:26])[CH:22]=[CH:21][C:18]=1[C:19]#[N:20]. The yield is 0.490.